From a dataset of Full USPTO retrosynthesis dataset with 1.9M reactions from patents (1976-2016). Predict the reactants needed to synthesize the given product. (1) The reactants are: [CH2:1]([N:3](CC)[CH2:4]C)[CH3:2].Cl[C:9]([O:11][C:12]1[CH:17]=[CH:16][C:15]([N+:18]([O-:20])=[O:19])=[CH:14][CH:13]=1)=[O:10].C(NC)C. Given the product [CH2:1]([N:3]([CH3:4])[C:9](=[O:10])[O:11][C:12]1[CH:17]=[CH:16][C:15]([N+:18]([O-:20])=[O:19])=[CH:14][CH:13]=1)[CH3:2], predict the reactants needed to synthesize it. (2) Given the product [CH2:32]([N:29]1[C:24]2=[N:25][C:26]([CH2:27][CH3:28])=[C:21]([CH2:20][NH:19][C:17](=[O:18])[C:16]3[CH:41]=[CH:42][C:13]([NH:12][C:10](=[O:11])[CH2:9][CH2:8][CH2:7][CH2:6][CH2:5][CH2:4][CH2:3][N:44]([CH2:45][CH2:46][OH:47])[CH3:43])=[CH:14][CH:15]=3)[C:22]([NH:34][CH:35]3[CH2:40][CH2:39][O:38][CH2:37][CH2:36]3)=[C:23]2[CH:31]=[N:30]1)[CH3:33], predict the reactants needed to synthesize it. The reactants are: O.Br[CH2:3][CH2:4][CH2:5][CH2:6][CH2:7][CH2:8][CH2:9][C:10]([NH:12][C:13]1[CH:42]=[CH:41][C:16]([C:17]([NH:19][CH2:20][C:21]2[C:22]([NH:34][CH:35]3[CH2:40][CH2:39][O:38][CH2:37][CH2:36]3)=[C:23]3[CH:31]=[N:30][N:29]([CH2:32][CH3:33])[C:24]3=[N:25][C:26]=2[CH2:27][CH3:28])=[O:18])=[CH:15][CH:14]=1)=[O:11].[CH3:43][NH:44][CH2:45][CH2:46][OH:47].C(N(CC)C(C)C)(C)C. (3) Given the product [Br:25][C:2]1[C:11]2[N:10]=[C:9]([CH3:12])[C:8](=[O:13])[NH:7][C:6]=2[N:5]=[C:4]([S:14][CH2:15][C:16]2[CH:21]=[CH:20][CH:19]=[C:18]([F:22])[C:17]=2[F:23])[N:3]=1, predict the reactants needed to synthesize it. The reactants are: N[C:2]1[C:11]2[N:10]=[C:9]([CH3:12])[C:8](=[O:13])[NH:7][C:6]=2[N:5]=[C:4]([S:14][CH2:15][C:16]2[CH:21]=[CH:20][CH:19]=[C:18]([F:22])[C:17]=2[F:23])[N:3]=1.C(Br)(Br)[Br:25]. (4) Given the product [OH:1][C:2]1[CH:11]=[C:10]2[C:5]([C:6](=[O:26])[C:7]([C:16]3[CH:25]=[CH:24][C:19]([C:20]4[O:21][C:32](=[O:33])[NH:23][N:22]=4)=[CH:18][CH:17]=3)=[C:8]([C:12]([F:14])([F:15])[F:13])[O:9]2)=[CH:4][CH:3]=1, predict the reactants needed to synthesize it. The reactants are: [OH:1][C:2]1[CH:11]=[C:10]2[C:5]([C:6](=[O:26])[C:7]([C:16]3[CH:25]=[CH:24][C:19]([C:20]([NH:22][NH2:23])=[O:21])=[CH:18][CH:17]=3)=[C:8]([C:12]([F:15])([F:14])[F:13])[O:9]2)=[CH:4][CH:3]=1.C1N=CN([C:32](N2C=NC=C2)=[O:33])C=1. (5) Given the product [OH:5][C@@H:3]([CH3:4])[CH2:2][CH2:1][O:6][S:20]([C:17]1[CH:18]=[CH:19][C:14]([CH3:24])=[CH:15][CH:16]=1)(=[O:22])=[O:21], predict the reactants needed to synthesize it. The reactants are: [CH2:1]([OH:6])[CH2:2][C@@H:3]([OH:5])[CH3:4].C(N(CC)CC)C.[C:14]1([CH3:24])[CH:19]=[CH:18][C:17]([S:20](Cl)(=[O:22])=[O:21])=[CH:16][CH:15]=1.O. (6) Given the product [CH3:1][O:2][C:3]1[CH:9]=[CH:8][C:6]([NH:7]/[C:29](=[C:22]2\[C:21](=[O:37])[NH:20][C:28]3[C:23]\2=[CH:24][CH:25]=[CH:26][CH:27]=3)/[C:30]2[CH:31]=[CH:32][CH:33]=[CH:34][CH:35]=2)=[CH:5][CH:4]=1, predict the reactants needed to synthesize it. The reactants are: [CH3:1][O:2][C:3]1[CH:9]=[CH:8][C:6]([NH2:7])=[CH:5][CH:4]=1.C(N(CC)CC)C.C([N:20]1[C:28]2[C:23](=[CH:24][CH:25]=[CH:26][CH:27]=2)[C:22](=[C:29](Cl)[C:30]2[CH:35]=[CH:34][CH:33]=[CH:32][CH:31]=2)[C:21]1=[O:37])(=O)C. (7) Given the product [CH3:28][O:27][C:24]1[CH:25]=[C:26]2[C:21](=[CH:22][CH:23]=1)[C:10]1([C:18]3[C:13](=[CH:14][C:15]([O:19][CH3:20])=[CH:16][CH:17]=3)[CH2:12][CH2:11]1)[CH:9]=[C:8]2[C:5]1[CH:6]=[CH:7][C:2]([O:1][CH2:36][CH2:35][N:29]2[CH2:34][CH2:33][CH2:32][CH2:31][CH2:30]2)=[CH:3][CH:4]=1, predict the reactants needed to synthesize it. The reactants are: [OH:1][C:2]1[CH:7]=[CH:6][C:5]([C:8]2[C:26]3[C:21](=[CH:22][CH:23]=[C:24]([O:27][CH3:28])[CH:25]=3)[C:10]3([C:18]4[C:13](=[CH:14][C:15]([O:19][CH3:20])=[CH:16][CH:17]=4)[CH2:12][CH2:11]3)[CH:9]=2)=[CH:4][CH:3]=1.[N:29]1([CH:35](O)[CH3:36])[CH2:34][CH2:33][CH2:32][CH2:31][CH2:30]1.C1(P(C2C=CC=CC=2)C2C=CC=CC=2)C=CC=CC=1.N(C(OC(C)C)=O)=NC(OC(C)C)=O. (8) Given the product [CH3:1][C:2]1([CH3:20])[C:11]2[C:6](=[CH:7][C:8]([CH3:18])=[C:9]([C:12]#[C:13][Si:14]([CH3:16])([CH3:15])[CH3:17])[CH:10]=2)[C:5]([O:19][S:38]([C:41]([F:44])([F:43])[F:42])(=[O:40])=[O:39])=[CH:4][CH2:3]1, predict the reactants needed to synthesize it. The reactants are: [CH3:1][C:2]1([CH3:20])[C:11]2[C:6](=[CH:7][C:8]([CH3:18])=[C:9]([C:12]#[C:13][Si:14]([CH3:17])([CH3:16])[CH3:15])[CH:10]=2)[C:5](=[O:19])[CH2:4][CH2:3]1.C[Si]([N-][Si](C)(C)C)(C)C.[Na+].C1C=CC(N([S:38]([C:41]([F:44])([F:43])[F:42])(=[O:40])=[O:39])[S:38]([C:41]([F:44])([F:43])[F:42])(=[O:40])=[O:39])=CC=1. (9) Given the product [CH3:18][O:17][C:13]1[CH:12]=[C:11]2[C:16](=[CH:15][CH:14]=1)[N:8]([C:5]1[CH:6]=[CH:7][C:2]([C:21]#[C:22][CH2:23][CH2:24][N:27]3[CH2:35][CH2:30][CH2:29][CH2:28]3)=[CH:3][CH:4]=1)[C:9]([CH3:19])=[CH:10]2, predict the reactants needed to synthesize it. The reactants are: Br[C:2]1[CH:7]=[CH:6][C:5]([N:8]2[C:16]3[C:11](=[CH:12][C:13]([O:17][CH3:18])=[CH:14][CH:15]=3)[CH:10]=[C:9]2[CH3:19])=[CH:4][CH:3]=1.I[C:21]1C=C[C:24]([N:27]2[C:35]3[C:30](=CC(OC)=CC=3)[CH:29]=[C:28]2C)=[CH:23][CH:22]=1.COC1C=C2C(=CC=1)NC(C)=C2.BrC1C=CC(I)=CC=1.[O-]P([O-])([O-])=O.[K+].[K+].[K+].CNCCNC. (10) Given the product [ClH:35].[CH3:3][O:4][CH2:5][C:6]1[CH:11]=[C:10]([C:12]2[O:16][N:15]=[C:14]([C:17]3[CH:18]=[CH:19][C:20]([C:23]([OH:25])=[O:24])=[N:21][CH:22]=3)[N:13]=2)[CH:9]=[CH:8][C:7]=1[C:27]1[CH:32]=[CH:31][CH:30]=[CH:29][C:28]=1[CH3:33], predict the reactants needed to synthesize it. The reactants are: [OH-].[Na+].[CH3:3][O:4][CH2:5][C:6]1[CH:11]=[C:10]([C:12]2[O:16][N:15]=[C:14]([C:17]3[CH:18]=[CH:19][C:20]([C:23]([O:25]C)=[O:24])=[N:21][CH:22]=3)[N:13]=2)[CH:9]=[CH:8][C:7]=1[C:27]1[CH:32]=[CH:31][CH:30]=[CH:29][C:28]=1[CH3:33].C(Cl)[Cl:35].